Dataset: Full USPTO retrosynthesis dataset with 1.9M reactions from patents (1976-2016). Task: Predict the reactants needed to synthesize the given product. Given the product [C:1]([CH2:4][CH2:5][C:6]1[CH:11]=[CH:10][C:9]([NH:12][C:13]([C:15]2[NH:16][CH:17]=[C:18]([C:20]#[N:21])[N:19]=2)=[O:14])=[C:8]([C:30]2[CH2:35][CH2:34][CH2:33][CH2:32][CH:31]=2)[CH:7]=1)(=[O:3])[NH2:2], predict the reactants needed to synthesize it. The reactants are: [C:1]([CH2:4][CH2:5][C:6]1[CH:11]=[CH:10][C:9]([NH:12][C:13]([C:15]2[N:16](COCC[Si](C)(C)C)[CH:17]=[C:18]([C:20]#[N:21])[N:19]=2)=[O:14])=[C:8]([C:30]2[CH2:35][CH2:34][CH2:33][CH2:32][CH:31]=2)[CH:7]=1)(=[O:3])[NH2:2].CCO.C(O)(C(F)(F)F)=O.C(O)CC.